Regression. Given two drug SMILES strings and cell line genomic features, predict the synergy score measuring deviation from expected non-interaction effect. From a dataset of NCI-60 drug combinations with 297,098 pairs across 59 cell lines. (1) Drug 1: CN(C)N=NC1=C(NC=N1)C(=O)N. Drug 2: CC1C(C(CC(O1)OC2CC(CC3=C2C(=C4C(=C3O)C(=O)C5=CC=CC=C5C4=O)O)(C(=O)C)O)N)O. Cell line: NCI-H460. Synergy scores: CSS=42.0, Synergy_ZIP=-3.59, Synergy_Bliss=-4.07, Synergy_Loewe=-9.27, Synergy_HSA=-2.10. (2) Drug 1: C1=CC(=CC=C1CCC2=CNC3=C2C(=O)NC(=N3)N)C(=O)NC(CCC(=O)O)C(=O)O. Drug 2: CN(C)C1=NC(=NC(=N1)N(C)C)N(C)C. Cell line: SNB-19. Synergy scores: CSS=23.6, Synergy_ZIP=-7.37, Synergy_Bliss=0.0926, Synergy_Loewe=-36.0, Synergy_HSA=-1.15.